Dataset: Reaction yield outcomes from USPTO patents with 853,638 reactions. Task: Predict the reaction yield, written as a fraction of the theoretical maximum amount of product (1.0 means a 100% yield; for example, 0.34 means a 34% yield). (1) The reactants are [CH3:1][C:2]1[CH:8]=[CH:7][C:5]([NH2:6])=[CH:4][CH:3]=1.[N:9]([O-])=O.[Na+].C([O-])(=O)C.[Na+].[C:18]([CH2:21][C:22](=[O:24])[CH3:23])(=[O:20])[CH3:19]. The catalyst is C(O)(=O)C.Cl.O.C(O)C. The product is [CH3:1][C:2]1[CH:8]=[CH:7][C:5]([NH:6][N:9]=[C:21]([C:22](=[O:24])[CH3:23])[C:18](=[O:20])[CH3:19])=[CH:4][CH:3]=1. The yield is 0.240. (2) The reactants are C[C:2]1[CH:3]=[C:4]([C:13](OC)=[O:14])[S:5][C:6]=1C1N(C)N=CC=1.[NH2:17][C@@H:18]([CH2:31][C:32]1[CH:37]=[CH:36][CH:35]=[CH:34][C:33]=1[C:38]([F:41])([F:40])[F:39])[CH2:19][N:20]1[C:28](=[O:29])[C:27]2[C:22](=[CH:23][CH:24]=[CH:25][CH:26]=2)[C:21]1=[O:30].C([N:45]([CH:48]([CH3:50])[CH3:49])[CH2:46]C)(C)C.F[P-](F)(F)(F)(F)F.Br[P+](N1CCCC1)(N1CCCC1)[N:60]1CCC[CH2:61]1.[CH2:75](Cl)Cl. No catalyst specified. The product is [CH3:46][N:45]1[C:48]([C:49]2[CH:3]=[C:4]([C:13]([NH:17][C@@H:18]([CH2:31][C:32]3[CH:37]=[CH:36][CH:35]=[CH:34][C:33]=3[C:38]([F:41])([F:39])[F:40])[CH2:19][N:20]3[C:28](=[O:29])[C:27]4[C:22](=[CH:23][CH:24]=[CH:25][CH:26]=4)[C:21]3=[O:30])=[O:14])[S:5][C:6]=2[CH3:2])=[C:50]([CH3:75])[CH:61]=[N:60]1. The yield is 0.717. (3) The reactants are FC(F)(F)S(O)(=O)=O.[Cl:9][C:10]1[CH:16]=[CH:15][C:13]([OH:14])=[CH:12][C:11]=1[OH:17].Cl[CH2:19][CH2:20][C:21](O)=[O:22].[OH-].[Na+].Cl. No catalyst specified. The product is [Cl:9][C:10]1[CH:16]=[C:15]2[C:13](=[CH:12][C:11]=1[OH:17])[O:14][CH2:19][CH2:20][C:21]2=[O:22]. The yield is 0.520. (4) The reactants are [CH3:1][C:2]1[N:3]([S:18]([C:21]2[CH:22]=[N:23][CH:24]=[CH:25][CH:26]=2)(=[O:20])=[O:19])[C:4]([C:12]2[CH:17]=[CH:16][CH:15]=[CH:14][CH:13]=2)=[CH:5][C:6]=1[C:7](OCC)=[O:8].[H-].C([Al+]CC(C)C)C(C)C.O.C(OCC)(=O)C. The catalyst is O1CCCC1.C1(C)C=CC=CC=1. The product is [CH3:1][C:2]1[N:3]([S:18]([C:21]2[CH:22]=[N:23][CH:24]=[CH:25][CH:26]=2)(=[O:19])=[O:20])[C:4]([C:12]2[CH:13]=[CH:14][CH:15]=[CH:16][CH:17]=2)=[CH:5][C:6]=1[CH:7]=[O:8]. The yield is 0.270. (5) The reactants are Br[CH2:2][C:3]([C:5]1[C:6]([Br:11])=[N:7][CH:8]=[CH:9][CH:10]=1)=[O:4].C(=O)([O-])[O-].[K+].[K+].[NH2:18][C:19]1[C:24]([N+:25]([O-:27])=[O:26])=[CH:23][CH:22]=[CH:21][C:20]=1[OH:28]. The catalyst is C(Cl)Cl.O.CCCC[N+](CCCC)(CCCC)CCCC.[Br-].[Cl-].[Na+].O. The product is [Br:11][C:6]1[C:5]([C:3]2([OH:4])[NH:18][C:19]3[C:24]([N+:25]([O-:27])=[O:26])=[CH:23][CH:22]=[CH:21][C:20]=3[O:28][CH2:2]2)=[CH:10][CH:9]=[CH:8][N:7]=1. The yield is 0.900. (6) The reactants are [C:1]([O:5][C:6]([NH:8][CH2:9][CH2:10][CH2:11][CH2:12][CH2:13][NH2:14])=[O:7])([CH3:4])([CH3:3])[CH3:2].C(N(CC)CC)C.[Cl:22][CH2:23][CH2:24][S:25](Cl)(=[O:27])=[O:26]. The catalyst is ClCCl. The product is [C:1]([O:5][C:6]([NH:8][CH2:9][CH2:10][CH2:11][CH2:12][CH2:13][NH:14][S:25]([CH2:24][CH2:23][Cl:22])(=[O:27])=[O:26])=[O:7])([CH3:4])([CH3:3])[CH3:2]. The yield is 1.00. (7) The reactants are [CH3:1][O:2][C:3]1[CH:12]=[CH:11][C:10]2[NH:9][C:8](=[O:13])[C:7]3[S:14][CH:15]=[CH:16][C:6]=3[C:5]=2[C:4]=1[C:17]1[CH:22]=[CH:21][C:20]([C@@H:23]([N:26]([CH3:34])[C:27](=[O:33])[O:28][C:29]([CH3:32])([CH3:31])[CH3:30])[CH2:24][CH3:25])=[CH:19][CH:18]=1.C1C(=O)N([Cl:42])C(=O)C1. No catalyst specified. The product is [Cl:42][C:11]1[C:10]2[NH:9][C:8](=[O:13])[C:7]3[S:14][CH:15]=[CH:16][C:6]=3[C:5]=2[C:4]([C:17]2[CH:22]=[CH:21][C:20]([C@@H:23]([N:26]([CH3:34])[C:27](=[O:33])[O:28][C:29]([CH3:30])([CH3:32])[CH3:31])[CH2:24][CH3:25])=[CH:19][CH:18]=2)=[C:3]([O:2][CH3:1])[CH:12]=1. The yield is 0.610. (8) The reactants are [CH3:1][O:2][P:3]([CH2:7][CH:8]=[CH:9][CH2:10][CH:11]([CH2:15][C:16]([CH3:33])=[CH:17][CH2:18][C:19]1[C:20]([OH:32])=[C:21]2[C:25](=[C:26]([CH3:30])[C:27]=1[O:28][CH3:29])[CH2:24][O:23][C:22]2=[O:31])[C:12]([OH:14])=[O:13])([O:5][CH3:6])=[O:4].[CH3:34][Si:35]([CH:38](O)[CH3:39])([CH3:37])[CH3:36].C1(P([C:54]2[CH:59]=CC=CC=2)C2C=CC=CC=2)C=CC=CC=1.N(C(OCC)=O)=NC(OCC)=O. The catalyst is C1COCC1. The product is [CH3:34][Si:35]([CH3:37])([CH3:36])[CH2:38][CH2:39][O:13][C:12](=[O:14])[CH:11]([CH2:10][CH:9]=[CH:8][CH2:7][P:3]([O:5][CH3:6])([O:2][CH3:1])=[O:4])[CH2:15][C:16]([CH3:33])=[CH:17][CH2:18][C:19]1[C:20]([O:32][CH2:54][CH2:59][Si:35]([CH3:37])([CH3:36])[CH3:34])=[C:21]2[C:25](=[C:26]([CH3:30])[C:27]=1[O:28][CH3:29])[CH2:24][O:23][C:22]2=[O:31]. The yield is 0.850. (9) The reactants are [Cl:1][C:2]1[CH:3]=[CH:4][C:5]2[N:11]([CH3:12])[C:10](=[O:13])[CH:9]([NH:14][C:15]([NH:17][C:18]3[C:27]4[C:22](=[CH:23][CH:24]=[CH:25][CH:26]=4)[C:21]([N:28]4[CH2:33][CH2:32][O:31][CH2:30][CH2:29]4)=[CH:20][CH:19]=3)=S)[N:8]=[C:7]([C:34]3[CH:39]=[CH:38][CH:37]=[CH:36][C:35]=3[Cl:40])[C:6]=2[CH:41]=1.[NH3:42]. The catalyst is ClCCl.[O-]S(C(F)(F)F)(=O)=O.[Ag+]. The product is [Cl:1][C:2]1[CH:3]=[CH:4][C:5]2[N:11]([CH3:12])[C:10](=[O:13])[CH:9]([NH:14][C:15]([NH:17][C:18]3[C:27]4[C:22](=[CH:23][CH:24]=[CH:25][CH:26]=4)[C:21]([N:28]4[CH2:33][CH2:32][O:31][CH2:30][CH2:29]4)=[CH:20][CH:19]=3)=[NH:42])[N:8]=[C:7]([C:34]3[CH:39]=[CH:38][CH:37]=[CH:36][C:35]=3[Cl:40])[C:6]=2[CH:41]=1. The yield is 0.280. (10) The reactants are C([O:3][CH:4](OCC)[C:5]1[O:13][C:12]2[C:11]([C:14]3[CH:19]=[CH:18][CH:17]=[C:16]([O:20][C:21]([F:24])([F:23])[F:22])[CH:15]=3)=[CH:10][N:9]=[CH:8][C:7]=2[CH:6]=1)C.Cl.C(=O)(O)[O-].[Na+]. The catalyst is O1CCCC1. The product is [F:24][C:21]([F:22])([F:23])[O:20][C:16]1[CH:15]=[C:14]([C:11]2[C:12]3[O:13][C:5]([CH:4]=[O:3])=[CH:6][C:7]=3[CH:8]=[N:9][CH:10]=2)[CH:19]=[CH:18][CH:17]=1. The yield is 0.910.